Dataset: Forward reaction prediction with 1.9M reactions from USPTO patents (1976-2016). Task: Predict the product of the given reaction. (1) Given the reactants [H-].[Na+].[Cl:3][C:4]1[CH:26]=[CH:25][C:7]([C:8]([C:10]2[CH:11]=[C:12]3[C:17](=[CH:18][CH:19]=2)[NH:16][C:15](=[O:20])[CH:14]=[C:13]3[C:21]([O:23][CH3:24])=[O:22])=[O:9])=[CH:6][CH:5]=1.I[CH3:28], predict the reaction product. The product is: [Cl:3][C:4]1[CH:5]=[CH:6][C:7]([C:8]([C:10]2[CH:11]=[C:12]3[C:17](=[CH:18][CH:19]=2)[N:16]([CH3:28])[C:15](=[O:20])[CH:14]=[C:13]3[C:21]([O:23][CH3:24])=[O:22])=[O:9])=[CH:25][CH:26]=1. (2) Given the reactants Cl[C:2]1[CH:3]=[C:4]([CH:8]=[C:9]([C:11]2[CH:12]=[CH:13][C:14]3[O:18][C:17]([C:19]4[CH:24]=[CH:23][C:22]([F:25])=[CH:21][CH:20]=4)=[C:16]([C:26](=[O:29])[NH:27][CH3:28])[C:15]=3[CH:30]=2)[CH:10]=1)[C:5](O)=[O:6].[CH3:31][CH:32]([CH3:35])[CH2:33][NH2:34].C(N(C(C)C)C(C)C)C.CN(C(ON1N=NC2C=CC=NC1=2)=[N+](C)C)C.F[P-](F)(F)(F)(F)F.[Cl:69]CCl, predict the reaction product. The product is: [Cl:69][C:3]1[CH:2]=[CH:10][C:9]([C:11]2[CH:12]=[CH:13][C:14]3[O:18][C:17]([C:19]4[CH:24]=[CH:23][C:22]([F:25])=[CH:21][CH:20]=4)=[C:16]([C:26]([NH:27][CH3:28])=[O:29])[C:15]=3[CH:30]=2)=[CH:8][C:4]=1[C:5](=[O:6])[NH:34][CH2:33][CH:32]([CH3:35])[CH3:31]. (3) Given the reactants Br[C:2]1[CH:7]=[CH:6][C:5]([C:8]2([C:11]([N:13]3[CH2:17][CH2:16][C:15]4([C:25]5[CH:24]=[CH:23][N:22]=[CH:21][C:20]=5[C:19](=[O:26])[O:18]4)[CH2:14]3)=[O:12])[CH2:10][CH2:9]2)=[CH:4][CH:3]=1.[CH3:27][C:28]1[CH:32]=[CH:31][NH:30][N:29]=1.C1(C)C=CC=CC=1.CN(C)C=O.CN[C@H]1CCCC[C@@H]1NC.C(=O)([O-])[O-].[K+].[K+], predict the reaction product. The product is: [CH3:27][C:28]1[CH:32]=[CH:31][N:30]([C:2]2[CH:7]=[CH:6][C:5]([C:8]3([C:11]([N:13]4[CH2:17][CH2:16][C:15]5([C:25]6[CH:24]=[CH:23][N:22]=[CH:21][C:20]=6[C:19](=[O:26])[O:18]5)[CH2:14]4)=[O:12])[CH2:10][CH2:9]3)=[CH:4][CH:3]=2)[N:29]=1. (4) Given the reactants [C:1]1([C:7]2([C:19]3[CH:24]=[CH:23][CH:22]=[CH:21][CH:20]=3)[CH2:15][C:14]3[NH:13][N:12]=[C:11]([C:16]([OH:18])=[O:17])[C:10]=3[CH:9]=[CH:8]2)[CH:6]=[CH:5][CH:4]=[CH:3][CH:2]=1.[CH3:25]O, predict the reaction product. The product is: [C:19]1([C:7]2([C:1]3[CH:2]=[CH:3][CH:4]=[CH:5][CH:6]=3)[CH2:15][C:14]3[C:10](=[C:11]([C:16]([O:18][CH3:25])=[O:17])[NH:12][N:13]=3)[CH:9]=[CH:8]2)[CH:24]=[CH:23][CH:22]=[CH:21][CH:20]=1.